From a dataset of CYP3A4 inhibition data for predicting drug metabolism from PubChem BioAssay. Regression/Classification. Given a drug SMILES string, predict its absorption, distribution, metabolism, or excretion properties. Task type varies by dataset: regression for continuous measurements (e.g., permeability, clearance, half-life) or binary classification for categorical outcomes (e.g., BBB penetration, CYP inhibition). Dataset: cyp3a4_veith. (1) The drug is COc1cc(C)ccc1OCCOc1cc(C)ccc1Cl. The result is 0 (non-inhibitor). (2) The compound is O=[N+]([O-])c1cc(Cc2cc([N+](=O)[O-])c3cccnc3c2O)c(O)c2ncccc12. The result is 0 (non-inhibitor). (3) The molecule is COc1ccc(-c2cc(C(=O)NCc3cccnc3)no2)cc1OC. The result is 1 (inhibitor). (4) The result is 1 (inhibitor). The molecule is COc1ccc(Oc2ncc3nc(-c4cc(F)cc(F)c4)c(=O)n(C[C@H]4CCCO4)c3n2)cc1. (5) The compound is Cc1cccc(OCCn2c(-c3ccco3)nc3ccccc32)c1. The result is 1 (inhibitor). (6) The drug is Cl.N#Cc1ccc(C(c2nnnn2Cc2ccccc2)N2CCCC2)cc1. The result is 1 (inhibitor). (7) The compound is NNS(=O)(=O)c1cc(C(=O)O)cc(C(=O)O)c1. The result is 0 (non-inhibitor). (8) The drug is Cc1ccc2nc(SCC(=O)c3ccc4c(c3)OCO4)[nH]c2c1. The result is 1 (inhibitor). (9) The molecule is CSCC[C@@H](C(=O)O)N(C)C. The result is 0 (non-inhibitor).